Dataset: Peptide-MHC class II binding affinity with 134,281 pairs from IEDB. Task: Regression. Given a peptide amino acid sequence and an MHC pseudo amino acid sequence, predict their binding affinity value. This is MHC class II binding data. The peptide sequence is GGFFTSVGKGIHTVF. The MHC is HLA-DQA10601-DQB10402 with pseudo-sequence HLA-DQA10601-DQB10402. The binding affinity (normalized) is 0.460.